From a dataset of Full USPTO retrosynthesis dataset with 1.9M reactions from patents (1976-2016). Predict the reactants needed to synthesize the given product. (1) Given the product [Br:39][CH2:40][C:41]([N:12]([CH2:11][C@H:10]([C:21]1[CH:30]=[CH:29][C:28]2[C:23](=[CH:24][CH:25]=[CH:26][CH:27]=2)[CH:22]=1)[C@@H:9]([OH:8])[C:31]1[CH:32]=[CH:33][CH:34]=[CH:35][CH:36]=1)[CH3:13])=[O:42], predict the reactants needed to synthesize it. The reactants are: ClC1C=CC(C([O:8][C@@H:9]([C:31]2[CH:36]=[CH:35][CH:34]=[CH:33][CH:32]=2)[C@@H:10]([C:21]2[CH:30]=[CH:29][C:28]3[C:23](=[CH:24][CH:25]=[CH:26][CH:27]=3)[CH:22]=2)[CH2:11][N:12](C(OC(C)(C)C)=O)[CH3:13])=O)=CC=1.[Br:39][CH2:40][C:41](Br)=[O:42]. (2) Given the product [F:23][C:22]1[C:16]2[O:15][CH2:14][CH:13]([CH2:12][NH:28][CH2:25][CH2:26][CH3:27])[O:18][C:17]=2[CH:19]=[C:20]([F:24])[CH:21]=1, predict the reactants needed to synthesize it. The reactants are: CC1C=CC(S(O[CH2:12][CH:13]2[O:18][C:17]3[CH:19]=[C:20]([F:24])[CH:21]=[C:22]([F:23])[C:16]=3[O:15][CH2:14]2)(=O)=O)=CC=1.[CH2:25]([NH2:28])[CH2:26][CH3:27]. (3) The reactants are: Br[C:2]1[CH:3]=[C:4]([C:8]2([C:19]3[CH:24]=[C:23]([CH3:25])[N:22]=[C:21]([CH3:26])[N:20]=3)[C:16]3[C:11](=[C:12]([F:17])[CH:13]=[CH:14][CH:15]=3)[C:10]([NH2:18])=[N:9]2)[CH:5]=[CH:6][CH:7]=1.[N:27]1[CH:32]=[C:31](B(O)O)[CH:30]=[N:29][CH:28]=1.C(=O)([O-])[O-].[Cs+].[Cs+].CCOC(C)=O. Given the product [CH3:26][C:21]1[N:20]=[C:19]([C:8]2([C:4]3[CH:5]=[CH:6][CH:7]=[C:2]([C:31]4[CH:32]=[N:27][CH:28]=[N:29][CH:30]=4)[CH:3]=3)[C:16]3[C:11](=[C:12]([F:17])[CH:13]=[CH:14][CH:15]=3)[C:10]([NH2:18])=[N:9]2)[CH:24]=[C:23]([CH3:25])[N:22]=1, predict the reactants needed to synthesize it. (4) Given the product [Cl:1][CH2:22][CH:20]([OH:21])[CH2:19][O:18][C:5]1[CH:4]=[C:3]([OH:2])[C:16]2[C:15](=[O:17])[C:14]3[C:9]([O:8][C:7]=2[CH:6]=1)=[CH:10][CH:11]=[CH:12][CH:13]=3, predict the reactants needed to synthesize it. The reactants are: [ClH:1].[OH:2][C:3]1[C:16]2[C:15](=[O:17])[C:14]3[C:9](=[CH:10][CH:11]=[CH:12][CH:13]=3)[O:8][C:7]=2[CH:6]=[C:5]([O:18][CH2:19][CH:20]2[CH2:22][O:21]2)[CH:4]=1.